From a dataset of Full USPTO retrosynthesis dataset with 1.9M reactions from patents (1976-2016). Predict the reactants needed to synthesize the given product. (1) Given the product [F:30][C:29]1[CH:28]=[CH:27][CH:26]=[C:25]([F:31])[C:24]=1[C:7]1[NH:6][C:10]2=[N:11][CH:12]=[C:13]([C:38]3[N:34]([CH2:32][CH3:33])[N:35]=[C:36]([C:47]4[CH:48]=[N:49][CH:50]=[CH:51][CH:52]=4)[CH:37]=3)[CH:14]=[C:9]2[CH:8]=1, predict the reactants needed to synthesize it. The reactants are: C(OC([N:6]1[C:10]2=[N:11][CH:12]=[C:13](B3OC(C)(C)C(C)(C)O3)[CH:14]=[C:9]2[CH:8]=[C:7]1[C:24]1[C:29]([F:30])=[CH:28][CH:27]=[CH:26][C:25]=1[F:31])=O)C.[CH2:32]([N:34]1[C:38](OS(C(F)(F)F)(=O)=O)=[CH:37][C:36]([C:47]2[CH:48]=[N:49][CH:50]=[CH:51][CH:52]=2)=[N:35]1)[CH3:33].C([O-])([O-])=O.[K+].[K+]. (2) Given the product [NH2:3][CH2:2][CH2:1][NH:4][C:37]([C:34]1[CH:35]=[CH:36][C:28]2[C:27]3[S:40][C:24]([C:19]4[N:18]([C:13]5[CH:14]=[CH:15][CH:16]=[CH:17][C:12]=5[Cl:11])[C:22](=[O:23])[NH:21][N:20]=4)=[CH:25][C:26]=3[CH2:32][CH2:31][O:30][C:29]=2[CH:33]=1)=[O:38], predict the reactants needed to synthesize it. The reactants are: [CH2:1]([NH2:4])[CH2:2][NH2:3].N1C=CC=CC=1.[Cl:11][C:12]1[CH:17]=[CH:16][CH:15]=[CH:14][C:13]=1[N:18]1[C:22](=[O:23])[NH:21][N:20]=[C:19]1[C:24]1[S:40][C:27]2[C:28]3[CH:36]=[CH:35][C:34]([C:37](Cl)=[O:38])=[CH:33][C:29]=3[O:30][CH2:31][CH2:32][C:26]=2[CH:25]=1. (3) Given the product [OH:37][CH:27]([C:26]1[C:21]([C:18]2[CH:19]=[CH:20][C:15]([C:12]3[CH:11]=[CH:10][C:9]([C:6]4([C:4]([OH:5])=[O:3])[CH2:8][CH2:7]4)=[CH:14][CH:13]=3)=[CH:16][CH:17]=2)=[N:22][CH:23]=[CH:24][CH:25]=1)[CH2:28][CH2:29][CH2:30][C:31]1[CH:32]=[CH:33][CH:34]=[CH:35][CH:36]=1, predict the reactants needed to synthesize it. The reactants are: C([O:3][C:4]([C:6]1([C:9]2[CH:14]=[CH:13][C:12]([C:15]3[CH:20]=[CH:19][C:18]([C:21]4[C:26]([CH:27]([OH:37])[CH2:28][CH2:29][CH2:30][C:31]5[CH:36]=[CH:35][CH:34]=[CH:33][CH:32]=5)=[CH:25][CH:24]=[CH:23][N:22]=4)=[CH:17][CH:16]=3)=[CH:11][CH:10]=2)[CH2:8][CH2:7]1)=[O:5])C.[OH-].[Na+]. (4) The reactants are: [O:1]=[C:2]1[C:10]2[C:5](=[CH:6][C:7]([CH2:11][CH2:12][N:13]3[CH2:18][CH2:17][CH:16]([C:19]([O:21]C(C)(C)C)=[O:20])[CH2:15][CH2:14]3)=[CH:8][CH:9]=2)[CH2:4][O:3]1.Cl. Given the product [O:1]=[C:2]1[C:10]2[C:5](=[CH:6][C:7]([CH2:11][CH2:12][N:13]3[CH2:18][CH2:17][CH:16]([C:19]([OH:21])=[O:20])[CH2:15][CH2:14]3)=[CH:8][CH:9]=2)[CH2:4][O:3]1, predict the reactants needed to synthesize it. (5) Given the product [C:3]1([C:21]2[C:22](=[O:23])[NH:24][C:22](=[O:23])[C:21]=2[S:20][C:18]2[C:17]3[C:12](=[CH:13][CH:14]=[CH:15][CH:16]=3)[N:11]=[C:10]([C:9]([F:8])([F:25])[F:26])[CH:19]=2)[C:4]2=[C:5]3[C:17](=[CH:12][CH:13]=[CH:14]2)[CH2:18][CH2:19][CH2:10][N:1]3[CH:2]=1, predict the reactants needed to synthesize it. The reactants are: [NH:1]1[C:5](=O)[CH:4]=[CH:3][C:2]1=O.[F:8][C:9]([F:26])([F:25])[C:10]1[CH:19]=[C:18]([S:20][CH2:21][C:22]([NH2:24])=[O:23])[C:17]2[C:12](=[CH:13][CH:14]=[CH:15][CH:16]=2)[N:11]=1. (6) The reactants are: [NH2:1][C:2]1[CH:7]=[CH:6][C:5]([OH:8])=[C:4]([N+]([O-])=O)[CH:3]=1.[N+:12]([O-:15])([OH:14])=[O:13].[N:16]#[C:17][NH2:18]. Given the product [N+:12]([O-:15])([OH:14])=[O:13].[OH:8][C:5]1[CH:6]=[CH:7][C:2]([NH:1][C:17]([NH2:18])=[NH:16])=[C:3]([N+:12]([O-:15])=[O:13])[CH:4]=1, predict the reactants needed to synthesize it. (7) Given the product [Cl:18][C:11]1[CH:10]=[C:9]([C:6]2[CH:7]=[CH:8][N:4]([CH2:3][C@@H:2]([NH:1][C:30]([C:22]3[N:23]=[C:24]4[CH:29]=[CH:28][CH:27]=[CH:26][N:25]4[C:21]=3[F:20])=[O:31])[CH3:19])[N:5]=2)[CH:16]=[C:15]([F:17])[C:12]=1[C:13]#[N:14], predict the reactants needed to synthesize it. The reactants are: [NH2:1][C@@H:2]([CH3:19])[CH2:3][N:4]1[CH:8]=[CH:7][C:6]([C:9]2[CH:16]=[C:15]([F:17])[C:12]([C:13]#[N:14])=[C:11]([Cl:18])[CH:10]=2)=[N:5]1.[F:20][C:21]1[N:25]2[CH:26]=[CH:27][CH:28]=[CH:29][C:24]2=[N:23][C:22]=1[C:30](O)=[O:31]. (8) Given the product [Cl:1][C:2]1[CH:7]=[CH:6][C:5]2=[N:8][C:9]([C:11]3[CH:16]=[CH:15][C:14]([C:17]([F:18])([F:19])[F:20])=[C:13]([CH:12]=3)[NH2:21])=[CH:10][N:4]2[N:3]=1, predict the reactants needed to synthesize it. The reactants are: [Cl:1][C:2]1[CH:7]=[CH:6][C:5]2=[N:8][C:9]([C:11]3[CH:16]=[CH:15][C:14]([C:17]([F:20])([F:19])[F:18])=[C:13]([N+:21]([O-])=O)[CH:12]=3)=[CH:10][N:4]2[N:3]=1.CC(O)=O. (9) The reactants are: [CH3:1][C:2]1[S:3][C:4]([CH2:7][N:8]2[CH2:13][CH2:12][CH:11]([C:14]3[CH:19]=[CH:18][CH:17]=[CH:16][CH:15]=3)[CH2:10][CH2:9]2)=[CH:5][N:6]=1.[Li]CCCC.[CH3:25][CH2:26][O:27]C(C)=O. Given the product [C:14]1([CH:11]2[CH2:10][CH2:9][N:8]([CH2:7][C:4]3[S:3][C:2]([CH2:1][C:26](=[O:27])[CH3:25])=[N:6][CH:5]=3)[CH2:13][CH2:12]2)[CH:19]=[CH:18][CH:17]=[CH:16][CH:15]=1, predict the reactants needed to synthesize it. (10) Given the product [CH3:1][N:2]([CH3:20])[C:3]([C:5]1[N:14]([CH:15]2[CH2:19][CH2:18][CH2:17][CH2:16]2)[C:8]2[N:9]=[C:10]([NH:38][C:35]3[CH:36]=[CH:37][C:32]([N:29]4[CH2:28][CH:27]([OH:26])[CH2:31]4)=[CH:33][N:34]=3)[N:11]=[CH:12][C:7]=2[CH:6]=1)=[O:4], predict the reactants needed to synthesize it. The reactants are: [CH3:1][N:2]([CH3:20])[C:3]([C:5]1[N:14]([CH:15]2[CH2:19][CH2:18][CH2:17][CH2:16]2)[C:8]2[N:9]=[C:10](Cl)[N:11]=[CH:12][C:7]=2[CH:6]=1)=[O:4].C([Si](C)(C)[O:26][C@H:27]1[CH2:31]C[N:29](/[CH:32]=[CH:33]/[NH:34][C:35](=[NH:38])[CH:36]=[CH2:37])[CH2:28]1)(C)(C)C.CCCC[N+](CCCC)(CCCC)CCCC.[F-].